This data is from Full USPTO retrosynthesis dataset with 1.9M reactions from patents (1976-2016). The task is: Predict the reactants needed to synthesize the given product. (1) Given the product [Br:57][CH2:34][C:33]([C@H:30]1[C@@H:21]2[C@@H:22]3[C@@:17]([CH3:46])([CH2:18][CH2:19][C@@:20]2([C:36]([O:38][Si:39]([C:42]([CH3:45])([CH3:44])[CH3:43])([CH3:40])[CH3:41])=[O:37])[CH2:32][CH2:31]1)[C@@:16]1([CH3:47])[C@@H:25]([C@:26]2([CH3:29])[C@@H:13]([CH2:14][CH2:15]1)[C:12]([CH3:49])([CH3:48])[C:11]([C:8]1[CH:7]=[CH:6][C:5]([C:3]([O:2][CH3:1])=[O:4])=[CH:10][CH:9]=1)=[CH:28][CH2:27]2)[CH2:24][CH2:23]3)=[CH2:35], predict the reactants needed to synthesize it. The reactants are: [CH3:1][O:2][C:3]([C:5]1[CH:10]=[CH:9][C:8]([C:11]2[C:12]([CH3:49])([CH3:48])[C@H:13]3[C@:26]([CH3:29])([CH2:27][CH:28]=2)[C@@H:25]2[C@:16]([CH3:47])([C@@:17]4([CH3:46])[C@H:22]([CH2:23][CH2:24]2)[C@H:21]2[C@H:30]([C:33]([CH3:35])=[CH2:34])[CH2:31][CH2:32][C@:20]2([C:36]([O:38][Si:39]([C:42]([CH3:45])([CH3:44])[CH3:43])([CH3:41])[CH3:40])=[O:37])[CH2:19][CH2:18]4)[CH2:15][CH2:14]3)=[CH:7][CH:6]=1)=[O:4].C1C(=O)N([Br:57])C(=O)C1. (2) The reactants are: [CH3:1][C:2]1[O:3][C:4]([CH3:10])=[C:5]([C:7]([OH:9])=O)[N:6]=1.[NH2:11][C@@H:12]([CH3:28])[CH2:13][N:14]1[CH:18]=[CH:17][C:16]([C:19]2[CH:26]=[CH:25][C:22]([C:23]#[N:24])=[C:21]([Cl:27])[CH:20]=2)=[N:15]1. Given the product [Cl:27][C:21]1[CH:20]=[C:19]([C:16]2[CH:17]=[CH:18][N:14]([CH2:13][C@@H:12]([NH:11][C:7]([C:5]3[N:6]=[C:2]([CH3:1])[O:3][C:4]=3[CH3:10])=[O:9])[CH3:28])[N:15]=2)[CH:26]=[CH:25][C:22]=1[C:23]#[N:24], predict the reactants needed to synthesize it. (3) Given the product [ClH:11].[CH3:1][O:2][C:3]1[CH:8]=[CH:7][C:6]([S:9][CH2:12][CH2:13][NH2:14])=[CH:5][CH:4]=1.[ClH:10], predict the reactants needed to synthesize it. The reactants are: [CH3:1][O:2][C:3]1[CH:8]=[CH:7][C:6]([SH:9])=[CH:5][CH:4]=1.[ClH:10].[Cl:11][CH2:12][CH2:13][NH2:14].C([O-])([O-])=O.[Cs+].[Cs+].